This data is from Full USPTO retrosynthesis dataset with 1.9M reactions from patents (1976-2016). The task is: Predict the reactants needed to synthesize the given product. (1) Given the product [CH3:12][O:13][C:14](=[O:21])[CH:15]([NH:20][C:8]([C:3]1[CH:4]=[CH:5][CH:6]=[CH:7][N:2]=1)=[O:9])[C:16]([O:18][CH3:19])=[O:17], predict the reactants needed to synthesize it. The reactants are: Cl.[N:2]1[CH:7]=[CH:6][CH:5]=[CH:4][C:3]=1[C:8](Cl)=[O:9].Cl.[CH3:12][O:13][C:14](=[O:21])[CH:15]([NH2:20])[C:16]([O:18][CH3:19])=[O:17].C(N(CC)CC)C. (2) Given the product [F:19][CH:18]([F:20])[O:1][C:2]1[N:6]([CH3:7])[N:5]=[C:4]([C:8]([F:11])([F:10])[F:9])[C:3]=1[CH2:12][OH:13], predict the reactants needed to synthesize it. The reactants are: [OH:1][C:2]1[N:6]([CH3:7])[N:5]=[C:4]([C:8]([F:11])([F:10])[F:9])[CH:3]=1.[CH2:12]=[O:13].C(#N)C.Cl[CH:18]([F:20])[F:19]. (3) Given the product [Cl:14][C:10]1[CH:9]=[C:8]([C:6]2[N:7]=[C:2]([NH:18][C:19]3[CH:24]=[CH:23][C:22]([CH2:25][S:26]([NH2:29])(=[O:27])=[O:28])=[CH:21][CH:20]=3)[C:3]3[CH2:17][CH2:16][CH2:15][C:4]=3[N:5]=2)[CH:13]=[CH:12][CH:11]=1, predict the reactants needed to synthesize it. The reactants are: Cl[C:2]1[C:3]2[CH2:17][CH2:16][CH2:15][C:4]=2[N:5]=[C:6]([C:8]2[CH:13]=[CH:12][CH:11]=[C:10]([Cl:14])[CH:9]=2)[N:7]=1.[NH2:18][C:19]1[CH:24]=[CH:23][C:22]([CH2:25][S:26]([NH2:29])(=[O:28])=[O:27])=[CH:21][CH:20]=1. (4) Given the product [CH:1]1([N:4]([CH3:26])[C:5]2[N:25]=[C:8]3[CH:9]=[C:10]([NH:13][C:14]([C:16]4[N:20]([CH3:21])[N:19]=[CH:18][C:17]=4[C:22]([N:27]4[CH2:32][CH2:31][O:30][CH2:29][CH2:28]4)=[O:23])=[O:15])[CH:11]=[CH:12][N:7]3[N:6]=2)[CH2:2][CH2:3]1, predict the reactants needed to synthesize it. The reactants are: [CH:1]1([N:4]([CH3:26])[C:5]2[N:25]=[C:8]3[CH:9]=[C:10]([NH:13][C:14]([C:16]4[N:20]([CH3:21])[N:19]=[CH:18][C:17]=4[C:22](O)=[O:23])=[O:15])[CH:11]=[CH:12][N:7]3[N:6]=2)[CH2:3][CH2:2]1.[NH:27]1[CH2:32][CH2:31][O:30][CH2:29][CH2:28]1. (5) Given the product [CH3:30][C:28]1[S:29][C:25]2[CH:24]=[CH:23][C:22]([NH:21][C:16]([C:8]3[N:7]([C:3]4[CH:2]=[N:1][CH:6]=[CH:5][CH:4]=4)[C:11]4=[N:12][CH:13]=[CH:14][CH:15]=[C:10]4[CH:9]=3)=[O:18])=[CH:31][C:26]=2[N:27]=1, predict the reactants needed to synthesize it. The reactants are: [N:1]1[CH:6]=[CH:5][CH:4]=[C:3]([N:7]2[C:11]3=[N:12][CH:13]=[CH:14][CH:15]=[C:10]3[CH:9]=[C:8]2[C:16]([O:18]CC)=O)[CH:2]=1.[NH2:21][C:22]1[CH:23]=[CH:24][C:25]2[S:29][C:28]([CH3:30])=[N:27][C:26]=2[CH:31]=1.